Predict the product of the given reaction. From a dataset of Forward reaction prediction with 1.9M reactions from USPTO patents (1976-2016). (1) Given the reactants [O:1]1[CH2:5][CH2:4][O:3][CH:2]1[CH2:6][CH2:7][CH2:8][CH2:9][CH2:10][CH2:11][CH2:12][CH2:13][O:14][C:15]1[CH:16]=[C:17]([CH2:22][OH:23])[CH:18]=[C:19]([Br:21])[CH:20]=1.[O-2].[Mg+4].[O-2], predict the reaction product. The product is: [O:1]1[CH2:5][CH2:4][O:3][CH:2]1[CH2:6][CH2:7][CH2:8][CH2:9][CH2:10][CH2:11][CH2:12][CH2:13][O:14][C:15]1[CH:16]=[C:17]([CH:18]=[C:19]([Br:21])[CH:20]=1)[CH:22]=[O:23]. (2) Given the reactants [CH3:1][N:2]1[CH:6]=[C:5]([C:7]2[CH:12]=[C:11]([O:13][C:14]3[C:19]([F:20])=[CH:18][C:17]([NH:21][C:22]([C:24]4([C:27]([NH:29][C:30]5[CH:35]=[CH:34][C:33]([F:36])=[CH:32][CH:31]=5)=[O:28])[CH2:26][CH2:25]4)=[O:23])=[C:16]([F:37])[CH:15]=3)[CH:10]=[CH:9][N:8]=2)[C:4]([CH3:38])=[N:3]1.[CH3:39][S:40]([OH:43])(=[O:42])=[O:41], predict the reaction product. The product is: [S:40]([OH:43])(=[O:42])(=[O:41])[CH3:39].[CH3:1][N:2]1[CH:6]=[C:5]([C:7]2[CH:12]=[C:11]([O:13][C:14]3[C:19]([F:20])=[CH:18][C:17]([NH:21][C:22]([C:24]4([C:27]([NH:29][C:30]5[CH:31]=[CH:32][C:33]([F:36])=[CH:34][CH:35]=5)=[O:28])[CH2:26][CH2:25]4)=[O:23])=[C:16]([F:37])[CH:15]=3)[CH:10]=[CH:9][N:8]=2)[C:4]([CH3:38])=[N:3]1. (3) Given the reactants Br[C:2]1[N:7]=[CH:6][C:5]([C:8]([N:10]2[CH2:29][CH2:28][C:13]3[N:14]=[C:15]([NH:18][CH:19]4[CH2:27][C:26]5[C:21](=[CH:22][CH:23]=[CH:24][CH:25]=5)[CH2:20]4)[N:16]=[CH:17][C:12]=3[CH2:11]2)=[O:9])=[CH:4][CH:3]=1.C(N(CC)CC)C.[CH3:37][Si:38]([C:41]#[CH:42])([CH3:40])[CH3:39], predict the reaction product. The product is: [CH2:20]1[C:21]2[C:26](=[CH:25][CH:24]=[CH:23][CH:22]=2)[CH2:27][CH:19]1[NH:18][C:15]1[N:16]=[CH:17][C:12]2[CH2:11][N:10]([C:8]([C:5]3[CH:6]=[N:7][C:2]([C:42]#[C:41][Si:38]([CH3:40])([CH3:39])[CH3:37])=[CH:3][CH:4]=3)=[O:9])[CH2:29][CH2:28][C:13]=2[N:14]=1. (4) Given the reactants [OH:1][C:2]1[C:15]2[C@:14]34[CH2:16][CH2:17][N:18]([CH3:19])[C@@H:8]([C@:9]3([O:21][CH2:22][CH2:23][CH2:24][C:25]3[CH:30]=[CH:29][CH:28]=[CH:27][CH:26]=3)[CH2:10][CH2:11][C:12](=[O:20])[CH2:13]4)[CH2:7][C:6]=2[CH:5]=[CH:4][C:3]=1[O:31][CH3:32].[C:33]([O-:36])([O-])=[O:34].[K+].[K+].[K+].[Br-], predict the reaction product. The product is: [C:33]([OH:36])(=[O:34])[C:3]1[C:2](=[CH:15][CH:6]=[CH:5][CH:4]=1)[OH:1].[CH3:32][O:31][C:3]1[CH:4]=[CH:5][C:6]2[CH2:7][C@H:8]3[N:18]([CH3:19])[CH2:17][CH2:16][C@@:14]4([C:15]=2[C:2]=1[O:1][CH3:33])[C@@:9]3([O:21][CH2:22][CH2:23][CH2:24][C:25]1[CH:26]=[CH:27][CH:28]=[CH:29][CH:30]=1)[CH2:10][CH2:11][C:12](=[O:20])[CH2:13]4. (5) Given the reactants [NH2:1][C:2]1[CH:3]=[C:4]2[C:9](=[CH:10][CH:11]=1)[CH:8]([CH2:12][NH:13][C:14](=[O:17])[CH2:15][CH3:16])[CH2:7][CH2:6][CH2:5]2.[CH:18]([C:21]1[CH:26]=[CH:25][C:24]([S:27](Cl)(=[O:29])=[O:28])=[CH:23][CH:22]=1)([CH3:20])[CH3:19], predict the reaction product. The product is: [CH:18]([C:21]1[CH:26]=[CH:25][C:24]([S:27]([NH:1][C:2]2[CH:3]=[C:4]3[C:9](=[CH:10][CH:11]=2)[CH:8]([CH2:12][NH:13][C:14](=[O:17])[CH2:15][CH3:16])[CH2:7][CH2:6][CH2:5]3)(=[O:29])=[O:28])=[CH:23][CH:22]=1)([CH3:20])[CH3:19].